This data is from Full USPTO retrosynthesis dataset with 1.9M reactions from patents (1976-2016). The task is: Predict the reactants needed to synthesize the given product. (1) The reactants are: [Br:1][C:2]1[CH:7]=[CH:6][CH:5]=[C:4](F)[N:3]=1.[C:9]1([C@@H:15]([NH2:17])[CH3:16])[CH:14]=[CH:13][CH:12]=[CH:11][CH:10]=1. Given the product [Br:1][C:2]1[N:3]=[C:4]([NH:17][C@H:15]([C:9]2[CH:14]=[CH:13][CH:12]=[CH:11][CH:10]=2)[CH3:16])[CH:5]=[CH:6][CH:7]=1, predict the reactants needed to synthesize it. (2) Given the product [OH:28][CH2:27][C:26]([NH:25][C:21]([C:17]1[S:16][C:15](/[CH:14]=[CH:13]/[C:12]2[C:8]([C:5]3[CH:4]=[CH:3][C:2]([F:1])=[CH:7][N:6]=3)=[N:9][O:10][C:11]=2[CH3:24])=[N:19][C:18]=1[CH3:20])=[O:23])([CH3:30])[CH3:29], predict the reactants needed to synthesize it. The reactants are: [F:1][C:2]1[CH:3]=[CH:4][C:5]([C:8]2[C:12](/[CH:13]=[CH:14]/[C:15]3[S:16][C:17]([C:21]([OH:23])=O)=[C:18]([CH3:20])[N:19]=3)=[C:11]([CH3:24])[O:10][N:9]=2)=[N:6][CH:7]=1.[NH2:25][C:26]([CH3:30])([CH3:29])[CH2:27][OH:28]. (3) Given the product [OH-:51].[NH4+:6].[Cl:1][C:2]1[CH:3]=[C:4]([CH:7]=[C:8]([Cl:20])[C:9]=1[N:10]1[CH:19]=[C:13]2[C:14]([NH:21][C:22]3[CH:27]=[C:26]([CH3:28])[N:25]=[C:24]([CH3:29])[N:23]=3)=[N:15][CH:16]=[CH:17][C:12]2=[N:11]1)[C:5]#[N:6], predict the reactants needed to synthesize it. The reactants are: [Cl:1][C:2]1[CH:3]=[C:4]([CH:7]=[C:8]([Cl:20])[C:9]=1[N:10]1[CH:19]=[C:13]2[C:14](Cl)=[N:15][CH:16]=[CH:17][C:12]2=[N:11]1)[C:5]#[N:6].[NH2:21][C:22]1[CH:27]=[C:26]([CH3:28])[N:25]=[C:24]([CH3:29])[N:23]=1.CC1(C)C2C(=C(P(C3C=CC=CC=3)C3C=CC=CC=3)C=CC=2)[O:51]C2C(P(C3C=CC=CC=3)C3C=CC=CC=3)=CC=CC1=2.C(=O)([O-])[O-].[Cs+].[Cs+]. (4) Given the product [OH:18][CH:19]1[CH2:22][N:21]([C:23]2[O:24][CH:25]=[C:26]([C:28]([N:30]3[CH2:33][CH:32]([O:34][CH3:35])[CH2:31]3)=[O:29])[N:27]=2)[CH2:20]1, predict the reactants needed to synthesize it. The reactants are: [Si]([O:18][CH:19]1[CH2:22][N:21]([C:23]2[O:24][CH:25]=[C:26]([C:28]([N:30]3[CH2:33][CH:32]([O:34][CH3:35])[CH2:31]3)=[O:29])[N:27]=2)[CH2:20]1)(C(C)(C)C)(C1C=CC=CC=1)C1C=CC=CC=1.[F-].C([N+](CCCC)(CCCC)CCCC)CCC. (5) Given the product [CH2:25]([N:22]([CH2:23][CH3:24])[C:20]1[N:21]=[C:16]2[CH:15]=[CH:14][C:13]([NH:12][C:11]([C:10]3[N:9]([CH3:28])[N:8]=[CH:7][C:6]=3[C:4]([OH:5])=[O:3])=[O:27])=[CH:18][N:17]2[N:19]=1)[CH3:26], predict the reactants needed to synthesize it. The reactants are: C([O:3][C:4]([C:6]1[CH:7]=[N:8][N:9]([CH3:28])[C:10]=1[C:11](=[O:27])[NH:12][C:13]1[CH:14]=[CH:15][C:16]2[N:17]([N:19]=[C:20]([N:22]([CH2:25][CH3:26])[CH2:23][CH3:24])[N:21]=2)[CH:18]=1)=[O:5])C.CN1C(C(=O)NC2C=CC3N(N=C(N4CCOCC4)N=3)C=2)=C(C(O)=O)C=N1. (6) Given the product [CH3:1][C:2]1[C:3]([C:11]2[CH:12]=[CH:13][C:14]([NH:17][C:21]([C:20]3[CH:24]=[CH:25][CH:26]=[CH:27][C:19]=3[F:18])=[O:22])=[N:15][CH:16]=2)=[CH:4][C:5]2[O:9][CH:8]=[N:7][C:6]=2[CH:10]=1, predict the reactants needed to synthesize it. The reactants are: [CH3:1][C:2]1[C:3]([C:11]2[CH:12]=[CH:13][C:14]([NH2:17])=[N:15][CH:16]=2)=[CH:4][C:5]2[O:9][CH:8]=[N:7][C:6]=2[CH:10]=1.[F:18][C:19]1[CH:27]=[CH:26][CH:25]=[CH:24][C:20]=1[C:21](Cl)=[O:22].CCN(C(C)C)C(C)C.C([O-])(O)=O.[Na+].C(Cl)Cl. (7) The reactants are: Cl.CN(C)CCCN=C=NCC.[CH:13]1([C:19]2[C:20]3[CH:21]=[CH:22][C:23]([C:38](O)=[O:39])=[CH:24][C:25]=3[N:26]3[CH2:32][CH:31]([OH:33])[CH2:30][C:29]4[CH:34]=[CH:35][CH:36]=[CH:37][C:28]=4[C:27]=23)[CH2:18][CH2:17][CH2:16][CH2:15][CH2:14]1.[CH3:41][N:42]([CH3:47])[S:43]([NH2:46])(=[O:45])=[O:44]. Given the product [CH:13]1([C:19]2[C:20]3[CH:21]=[CH:22][C:23]([C:38]([NH:46][S:43]([N:42]([CH3:47])[CH3:41])(=[O:45])=[O:44])=[O:39])=[CH:24][C:25]=3[N:26]3[CH2:32][CH:31]([OH:33])[CH2:30][C:29]4[CH:34]=[CH:35][CH:36]=[CH:37][C:28]=4[C:27]=23)[CH2:14][CH2:15][CH2:16][CH2:17][CH2:18]1, predict the reactants needed to synthesize it. (8) Given the product [CH3:2][N:3]1[CH2:8][CH2:7][C:6]([CH2:9][OH:10])([C:12]2[CH:13]=[CH:14][C:15]([F:18])=[CH:16][CH:17]=2)[CH2:5][CH2:4]1, predict the reactants needed to synthesize it. The reactants are: Cl.[CH3:2][N:3]1[CH2:8][CH2:7][C:6]([C:12]2[CH:17]=[CH:16][C:15]([F:18])=[CH:14][CH:13]=2)([C:9](O)=[O:10])[CH2:5][CH2:4]1.[H-].[H-].[H-].[H-].[Li+].[Al+3].Cl.[OH-].[Na+].